The task is: Predict which catalyst facilitates the given reaction.. This data is from Catalyst prediction with 721,799 reactions and 888 catalyst types from USPTO. (1) Reactant: [C:1]([O:5][C:6]([N:8]1[CH2:13][CH2:12][CH:11]([O:14][C:15]2[C:20]([F:21])=[CH:19][C:18]([C:22](=O)[CH2:23][CH2:24][C:25](OCC)=[O:26])=[CH:17][C:16]=2[F:31])[CH2:10][CH2:9]1)=[O:7])([CH3:4])([CH3:3])[CH3:2].O.[NH2:33][NH2:34]. Product: [C:1]([O:5][C:6]([N:8]1[CH2:13][CH2:12][CH:11]([O:14][C:15]2[C:20]([F:21])=[CH:19][C:18]([C:22]3[CH2:23][CH2:24][C:25](=[O:26])[NH:34][N:33]=3)=[CH:17][C:16]=2[F:31])[CH2:10][CH2:9]1)=[O:7])([CH3:4])([CH3:3])[CH3:2]. The catalyst class is: 32. (2) Reactant: [CH2:1]([N:3]1[CH2:8][C:7]([CH3:10])([CH3:9])[O:6][C:5](=[O:11])[CH:4]1[C:12]([CH3:17])([CH3:16])[C:13]([OH:15])=O)[CH3:2].C(N(C(C)C)CC)(C)C.CN(C(ON1N=NC2C=CC=NC1=2)=[N+](C)C)C.F[P-](F)(F)(F)(F)F.[CH:51]([C:54]1[CH:60]=[CH:59][C:57]([NH2:58])=[CH:56][CH:55]=1)([CH3:53])[CH3:52]. Product: [CH2:1]([N:3]1[CH2:8][C:7]([CH3:9])([CH3:10])[O:6][C:5](=[O:11])[CH:4]1[C:12]([CH3:17])([CH3:16])[C:13]([NH:58][C:57]1[CH:59]=[CH:60][C:54]([CH:51]([CH3:53])[CH3:52])=[CH:55][CH:56]=1)=[O:15])[CH3:2]. The catalyst class is: 3. (3) Reactant: [C:1]([O:5][C:6]([N:8]1[CH2:13][CH2:12][C:11](=[C:14]([C:19]2[CH:24]=[CH:23][CH:22]=[CH:21][CH:20]=2)[C:15]([NH:17][NH2:18])=[O:16])[CH2:10][CH2:9]1)=[O:7])([CH3:4])([CH3:3])[CH3:2].CCN(C(C)C)C(C)C.[C:34](O[C:34](=O)[C:35]([CH3:37])=[CH2:36])(=O)[C:35]([CH3:37])=[CH2:36].C1C=CC(P(C2C=CC=CC=2)C2C=CC=CC=2)=CC=1.ClC(Cl)(Cl)C(Cl)(Cl)Cl. Product: [C:1]([O:5][C:6]([N:8]1[CH2:9][CH2:10][C:11](=[C:14]([C:19]2[CH:20]=[CH:21][CH:22]=[CH:23][CH:24]=2)[C:15]2[O:16][C:36]([C:35]([CH3:37])=[CH2:34])=[N:18][N:17]=2)[CH2:12][CH2:13]1)=[O:7])([CH3:4])([CH3:2])[CH3:3]. The catalyst class is: 23. (4) Reactant: [Cl:1][C:2]1[CH:7]=[CH:6][CH:5]=[CH:4][C:3]=1[CH2:8][CH2:9][C@@:10]1([CH3:23])[C:15]([O:16][CH3:17])=N[C@H](C(C)C)C(OC)=[N:11]1.O.FC(F)(F)C(O)=[O:28].[Cl-].[NH4+]. Product: [CH3:17][O:16][C:15](=[O:28])[C@:10]([NH2:11])([CH3:23])[CH2:9][CH2:8][C:3]1[CH:4]=[CH:5][CH:6]=[CH:7][C:2]=1[Cl:1]. The catalyst class is: 10. (5) Reactant: C[O:2][C:3](=[O:17])[CH2:4][C@:5]1([CH2:11][NH:12]C(OC)=O)[CH2:9][CH2:8][C@@H:7]([CH3:10])[CH2:6]1.[ClH:18]. Product: [ClH:18].[NH2:12][CH2:11][C@@:5]1([CH2:4][C:3]([OH:17])=[O:2])[CH2:9][CH2:8][C@@H:7]([CH3:10])[CH2:6]1. The catalyst class is: 38. (6) Reactant: [C:1]1([S:7]([CH2:9][Cl:10])=O)[CH:6]=[CH:5][CH:4]=[CH:3][CH:2]=1.[CH3:11][C:12]1[CH:13]=[CH:14][C:15]([CH3:18])=[CH:16][CH:17]=1.[F:19][C:20]([F:33])([F:32])[S:21]([O:24]S(C(F)(F)F)(=O)=O)(=[O:23])=[O:22]. Product: [O-:24][S:21]([C:20]([F:33])([F:32])[F:19])(=[O:23])=[O:22].[Cl:10][CH2:9][S+:7]([C:17]1[CH:16]=[C:15]([CH3:18])[CH:14]=[CH:13][C:12]=1[CH3:11])[C:1]1[CH:6]=[CH:5][CH:4]=[CH:3][CH:2]=1. The catalyst class is: 27. (7) Reactant: Br[CH:2]=[C:3]([C:5]1[CH:10]=[CH:9][C:8]([F:11])=[CH:7][CH:6]=1)[CH3:4].P([O-])([O-])([O-])=O.[K+].[K+].[K+].N1CCC[C@H]1C(O)=O.[Cl:28][C:29]1[CH:37]=[CH:36][C:35]2[NH:34][C:33]3[CH2:38][CH2:39][N:40]([CH3:42])[CH2:41][C:32]=3[C:31]=2[CH:30]=1. Product: [Cl:28][C:29]1[CH:37]=[CH:36][C:35]2[N:34](/[CH:2]=[C:3](\[C:5]3[CH:10]=[CH:9][C:8]([F:11])=[CH:7][CH:6]=3)/[CH3:4])[C:33]3[CH2:38][CH2:39][N:40]([CH3:42])[CH2:41][C:32]=3[C:31]=2[CH:30]=1. The catalyst class is: 122. (8) Reactant: [NH2:1][C:2]1[CH:14]=[CH:13][C:5]([O:6][CH2:7][C:8]([O:10][CH2:11][CH3:12])=[O:9])=[CH:4][CH:3]=1.Cl[C:16]1[N:21]=[C:20]([NH:22][C:23]2[CH:24]=[C:25]([NH:29][C:30](=[O:33])[CH:31]=[CH2:32])[CH:26]=[CH:27][CH:28]=2)[C:19]([F:34])=[CH:18][N:17]=1. Product: [C:30]([NH:29][C:25]1[CH:24]=[C:23]([NH:22][C:20]2[C:19]([F:34])=[CH:18][N:17]=[C:16]([NH:1][C:2]3[CH:3]=[CH:4][C:5]([O:6][CH2:7][C:8]([O:10][CH2:11][CH3:12])=[O:9])=[CH:13][CH:14]=3)[N:21]=2)[CH:28]=[CH:27][CH:26]=1)(=[O:33])[CH:31]=[CH2:32]. The catalyst class is: 51. (9) Reactant: [Cl:1][C:2]1[C:7]([C:8]2[C:9](=[O:25])[N:10]([CH2:23][CH3:24])[C:11]3[C:16]([CH:17]=2)=[CH:15][N:14]=[C:13]([NH:18][CH2:19][CH2:20][O:21][CH3:22])[CH:12]=3)=[CH:6][C:5]([NH:26][C:27]([NH:29][C:30]2[CH:35]=[CH:34][CH:33]=[CH:32][CH:31]=2)=[O:28])=[C:4]([F:36])[CH:3]=1.[CH3:37][S:38]([OH:41])(=[O:40])=[O:39]. Product: [CH3:37][S:38]([OH:41])(=[O:40])=[O:39].[Cl:1][C:2]1[C:7]([C:8]2[C:9](=[O:25])[N:10]([CH2:23][CH3:24])[C:11]3[C:16]([CH:17]=2)=[CH:15][N:14]=[C:13]([NH:18][CH2:19][CH2:20][O:21][CH3:22])[CH:12]=3)=[CH:6][C:5]([NH:26][C:27]([NH:29][C:30]2[CH:35]=[CH:34][CH:33]=[CH:32][CH:31]=2)=[O:28])=[C:4]([F:36])[CH:3]=1. The catalyst class is: 23.